From a dataset of Full USPTO retrosynthesis dataset with 1.9M reactions from patents (1976-2016). Predict the reactants needed to synthesize the given product. (1) Given the product [CH2:1]([O:3][C:4](=[O:29])[CH2:5][CH2:6][CH2:7][O:8][C:9]1[CH:14]=[CH:13][CH:12]=[C:11]([CH2:15][CH2:16][CH2:17][CH2:18][CH2:19][CH2:20][O:43][C:33]2[CH:34]=[C:35]([S:37]([CH2:40][CH2:41][CH3:42])(=[O:39])=[O:38])[CH:36]=[C:31]([Br:30])[CH:32]=2)[C:10]=1[CH2:22][CH2:23][C:24]([O:26][CH2:27][CH3:28])=[O:25])[CH3:2], predict the reactants needed to synthesize it. The reactants are: [CH2:1]([O:3][C:4](=[O:29])[CH2:5][CH2:6][CH2:7][O:8][C:9]1[CH:14]=[CH:13][CH:12]=[C:11]([CH2:15][CH2:16][CH2:17][CH2:18][CH2:19][CH2:20]Br)[C:10]=1[CH2:22][CH2:23][C:24]([O:26][CH2:27][CH3:28])=[O:25])[CH3:2].[Br:30][C:31]1[CH:32]=[C:33]([OH:43])[CH:34]=[C:35]([S:37]([CH2:40][CH2:41][CH3:42])(=[O:39])=[O:38])[CH:36]=1.C(=O)([O-])[O-].[K+].[K+]. (2) The reactants are: S1[CH2:6][CH:5]=[C:4]([C:7]2[CH:8]=[C:9]([C:13]3[CH:14]=[C:15]4[C:20](=[N:21][CH:22]=3)[N:19]([C:23]([NH2:25])=[O:24])[CH2:18][CH2:17][CH2:16]4)[CH:10]=[N:11][CH:12]=2)[CH2:3][CH2:2]1.O[O:27][S:28]([O-:30])=O.[K+]. Given the product [O:27]=[S:28]1(=[O:30])[CH2:2][CH:3]=[C:4]([C:7]2[CH:8]=[C:9]([C:13]3[CH:14]=[C:15]4[C:20](=[N:21][CH:22]=3)[N:19]([C:23]([NH2:25])=[O:24])[CH2:18][CH2:17][CH2:16]4)[CH:10]=[N:11][CH:12]=2)[CH2:5][CH2:6]1, predict the reactants needed to synthesize it. (3) The reactants are: [F:1][C:2]1[CH:3]=[C:4]([CH:34]=[CH:35][C:36]=1[OH:37])[C:5]([CH2:7][NH:8][C:9]1[CH:14]=[C:13]([O:15][CH3:16])[CH:12]=[CH:11][C:10]=1[CH:17]1[CH2:26][CH2:25][C:24]2[CH:23]=[C:22]([O:27]C(=O)C(C)(C)C)[CH:21]=[CH:20][C:19]=2[CH2:18]1)=O.Cl[CH2:39][C:40]([N:42]([CH2:44][CH2:45][O:46][CH3:47])[CH3:43])=O. Given the product [F:1][C:2]1[CH:3]=[C:4]([CH:34]=[CH:35][C:36]=1[O:37][CH2:39][CH2:40][N:42]([CH2:44][CH2:45][O:46][CH3:47])[CH3:43])[CH2:5][CH2:7][NH:8][C:9]1[CH:14]=[C:13]([O:15][CH3:16])[CH:12]=[CH:11][C:10]=1[CH:17]1[CH2:26][CH2:25][C:24]2[CH:23]=[C:22]([OH:27])[CH:21]=[CH:20][C:19]=2[CH2:18]1, predict the reactants needed to synthesize it. (4) Given the product [C:1]1([C@@H:7]2[CH2:12][CH2:11][C@H:10]([CH2:13][OH:14])[CH2:9][CH2:8]2)[CH:6]=[CH:5][CH:4]=[CH:3][CH:2]=1, predict the reactants needed to synthesize it. The reactants are: [C:1]1([C@@H:7]2[CH2:12][CH2:11][C@H:10]([CH:13]=[O:14])[CH2:9][CH2:8]2)[CH:6]=[CH:5][CH:4]=[CH:3][CH:2]=1.[BH4-].[Na+].Cl. (5) Given the product [C:1]([O:5][C:6]([N:8]1[CH2:9][CH:10]([OH:11])[CH:12]([N:26]2[CH2:25][CH2:24][N:23]([C:21](=[O:22])[C:18]3[CH:17]=[CH:16][C:15]([Cl:14])=[CH:20][CH:19]=3)[CH2:28][CH2:27]2)[CH2:13]1)=[O:7])([CH3:2])([CH3:3])[CH3:4], predict the reactants needed to synthesize it. The reactants are: [C:1]([O:5][C:6]([N:8]1[CH2:13][CH:12]2[CH:10]([O:11]2)[CH2:9]1)=[O:7])([CH3:4])([CH3:3])[CH3:2].[Cl:14][C:15]1[CH:20]=[CH:19][C:18]([C:21]([N:23]2[CH2:28][CH2:27][NH:26][CH2:25][CH2:24]2)=[O:22])=[CH:17][CH:16]=1. (6) Given the product [CH:12]([C:11]1[CH:14]=[CH:15][C:8]([C:5]2[N:6]=[CH:7][C:2]([C:23]3[O:22][C:21]([CH:20]=[O:19])=[CH:16][CH:24]=3)=[CH:3][CH:4]=2)=[CH:9][CH:10]=1)=[O:13], predict the reactants needed to synthesize it. The reactants are: Br[C:2]1[CH:3]=[CH:4][C:5]([C:8]2[CH:15]=[CH:14][C:11]([CH:12]=[O:13])=[CH:10][CH:9]=2)=[N:6][CH:7]=1.[CH3:16]CO.[O:19]1[CH2:24][CH2:23][O:22][CH2:21][CH2:20]1. (7) Given the product [NH2:1][C:2]1[N:16]=[CH:15][C:14]([C:27]2[CH:32]=[CH:31][CH:30]=[C:29]([S:33](=[O:35])(=[O:34])[NH2:36])[CH:28]=2)=[CH:13][C:3]=1[C:4]([NH:6][C:7]1[CH:12]=[CH:11][N:10]=[CH:9][CH:8]=1)=[O:5], predict the reactants needed to synthesize it. The reactants are: [NH2:1][C:2]1[N:16]=[CH:15][C:14](Br)=[CH:13][C:3]=1[C:4]([NH:6][C:7]1[CH:12]=[CH:11][N:10]=[CH:9][CH:8]=1)=[O:5].B1([C:27]2[CH:32]=[CH:31][CH:30]=[C:29]([S:33]([NH2:36])(=[O:35])=[O:34])[CH:28]=2)OC(C)(C)C(C)(C)O1.